Dataset: NCI-60 drug combinations with 297,098 pairs across 59 cell lines. Task: Regression. Given two drug SMILES strings and cell line genomic features, predict the synergy score measuring deviation from expected non-interaction effect. Cell line: NCI-H460. Synergy scores: CSS=13.2, Synergy_ZIP=-0.914, Synergy_Bliss=2.14, Synergy_Loewe=-8.96, Synergy_HSA=-0.785. Drug 2: C1CN(P(=O)(OC1)NCCCl)CCCl. Drug 1: C1=CC=C(C=C1)NC(=O)CCCCCCC(=O)NO.